Task: Predict the reactants needed to synthesize the given product.. Dataset: Full USPTO retrosynthesis dataset with 1.9M reactions from patents (1976-2016) (1) Given the product [Cl:1][C:2]1[CH:21]=[C:20]([Cl:22])[CH:19]=[CH:18][C:3]=1[CH2:4][NH:5][C@H:6]1[CH2:10][CH2:9][N:8]([C:11]2[N:16]=[CH:15][C:14]([C:24]#[N:25])=[CH:13][N:12]=2)[CH2:7]1, predict the reactants needed to synthesize it. The reactants are: [Cl:1][C:2]1[CH:21]=[C:20]([Cl:22])[CH:19]=[CH:18][C:3]=1[CH2:4][NH:5][C@H:6]1[CH2:10][CH2:9][N:8]([C:11]2[N:16]=[CH:15][C:14](Br)=[CH:13][N:12]=2)[CH2:7]1.N.[CH3:24][N:25](C)C=O. (2) Given the product [CH3:1][O:2][C:3](=[O:23])[CH:4]=[CH:5][C:6]1[CH:14]=[CH:13][C:12]([O:15][CH2:16][C:17]2[CH:22]=[CH:21][CH:20]=[CH:19][CH:18]=2)=[C:11]2[C:7]=1[CH2:8][N:9]([S:35]([CH2:31][CH2:32][CH2:33][CH3:34])(=[O:37])=[O:36])[CH2:10]2, predict the reactants needed to synthesize it. The reactants are: [CH3:1][O:2][C:3](=[O:23])[CH:4]=[CH:5][C:6]1[CH:14]=[CH:13][C:12]([O:15][CH2:16][C:17]2[CH:22]=[CH:21][CH:20]=[CH:19][CH:18]=2)=[C:11]2[C:7]=1[CH2:8][NH:9][CH2:10]2.C(N(CC)CC)C.[CH2:31]([S:35](Cl)(=[O:37])=[O:36])[CH2:32][CH2:33][CH3:34].